Predict which catalyst facilitates the given reaction. From a dataset of Catalyst prediction with 721,799 reactions and 888 catalyst types from USPTO. (1) Reactant: [F:1][C:2]1[CH:7]=[CH:6][C:5]([C:8]2[C:9]([CH3:15])([CH3:14])[CH2:10][NH:11][CH2:12][CH:13]=2)=[CH:4][CH:3]=1.C(O)(=O)C. Product: [F:1][C:2]1[CH:7]=[CH:6][C:5]([CH:8]2[CH2:13][CH2:12][NH:11][CH2:10][C:9]2([CH3:15])[CH3:14])=[CH:4][CH:3]=1. The catalyst class is: 105. (2) Reactant: [F:1][C:2]1[CH:26]=[CH:25][C:5]([O:6][C:7]2[CH:12]=[CH:11][C:10]([C:13]3[C:18]4=[N:19][S:20](=[O:24])(=[O:23])[CH2:21][CH2:22][N:17]4[CH:16]=[CH:15][CH:14]=3)=[CH:9][CH:8]=2)=[C:4]([CH3:27])[CH:3]=1. Product: [F:1][C:2]1[CH:26]=[CH:25][C:5]([O:6][C:7]2[CH:8]=[CH:9][C:10]([CH:13]3[C:18]4=[N:19][S:20](=[O:24])(=[O:23])[CH2:21][CH2:22][N:17]4[CH2:16][CH2:15][CH2:14]3)=[CH:11][CH:12]=2)=[C:4]([CH3:27])[CH:3]=1. The catalyst class is: 609. (3) Reactant: C([O:3][C:4](=[O:29])[CH2:5][CH2:6][CH2:7][O:8][C:9]1[CH:28]=[CH:27][C:12]2[NH:13][C:14](=[O:26])[O:15][C:16]([C:21]#[C:22][CH:23]3[CH2:25][CH2:24]3)([C:17]([F:20])([F:19])[F:18])[C:11]=2[CH:10]=1)C.[OH-].[Li+]. Product: [CH:23]1([C:22]#[C:21][C:16]2([C:17]([F:20])([F:19])[F:18])[O:15][C:14](=[O:26])[NH:13][C:12]3[CH:27]=[CH:28][C:9]([O:8][CH2:7][CH2:6][CH2:5][C:4]([OH:29])=[O:3])=[CH:10][C:11]2=3)[CH2:25][CH2:24]1. The catalyst class is: 24.